From a dataset of Forward reaction prediction with 1.9M reactions from USPTO patents (1976-2016). Predict the product of the given reaction. (1) Given the reactants [N+:1]([C:4]1[CH:9]=[CH:8][C:7]([CH:10]=[CH:11][CH2:12]O)=[CH:6][CH:5]=1)([O-:3])=[O:2].N1C=CC=CC=1.S(Cl)(Cl)=O.[NH:24]1[CH2:29][CH2:28][O:27][CH2:26][CH2:25]1, predict the reaction product. The product is: [N+:1]([C:4]1[CH:5]=[CH:6][C:7](/[CH:10]=[CH:11]/[CH2:12][N:24]2[CH2:29][CH2:28][O:27][CH2:26][CH2:25]2)=[CH:8][CH:9]=1)([O-:3])=[O:2]. (2) Given the reactants [CH2:1]([C:3]([CH2:5][CH3:6])=[O:4])[CH3:2].[Cl-].[CH3:8][N:9]([CH3:16])[CH:10]=NC=[N+](C)C.C[O-].[Na+], predict the reaction product. The product is: [CH3:8][N:9]([CH3:16])[CH:10]=[C:1]([CH3:2])[C:3](=[O:4])[CH2:5][CH3:6].